From a dataset of Full USPTO retrosynthesis dataset with 1.9M reactions from patents (1976-2016). Predict the reactants needed to synthesize the given product. (1) The reactants are: [Cl:1][C:2]1[CH:3]=[CH:4][C:5]([O:22][CH2:23][C:24]2[CH:29]=[CH:28][C:27]([Cl:30])=[CH:26][C:25]=2[F:31])=[C:6]([CH:21]=1)[CH2:7][N:8]1[C:16]2[CH:15]=[CH:14][CH:13]=[C:12]([C:17]([O:19]C)=[O:18])[C:11]=2[CH:10]=[CH:9]1.ClN1C(=[O:38])CCC1=O.OP(O)(O)=O.C([O-])([O-])=O.[Na+:49].[Na+]. Given the product [Cl:1][C:2]1[CH:3]=[CH:4][C:5]([O:22][CH2:23][C:24]2[CH:29]=[CH:28][C:27]([Cl:30])=[CH:26][C:25]=2[F:31])=[C:6]([CH:21]=1)[CH2:7][N:8]1[C:16]2[CH:15]=[CH:14][CH:13]=[C:12]([C:17]([O-:19])=[O:18])[C:11]=2[CH2:10][C:9]1=[O:38].[Na+:49], predict the reactants needed to synthesize it. (2) The reactants are: F[C:2]1[CH:3]=[C:4]2[C:9](=[CH:10][C:11]=1[N+:12]([O-:14])=[O:13])[NH:8][C:7](=[O:15])[N:6]([NH:16][S:17]([CH3:20])(=[O:19])=[O:18])[C:5]2=[O:21].[CH2:22]([NH2:29])[C:23]1[CH:28]=[CH:27][CH:26]=[CH:25][CH:24]=1. Given the product [CH2:22]([NH:29][C:2]1[CH:3]=[C:4]2[C:9](=[CH:10][C:11]=1[N+:12]([O-:14])=[O:13])[NH:8][C:7](=[O:15])[N:6]([NH:16][S:17]([CH3:20])(=[O:19])=[O:18])[C:5]2=[O:21])[C:23]1[CH:28]=[CH:27][CH:26]=[CH:25][CH:24]=1, predict the reactants needed to synthesize it. (3) Given the product [CH3:9][O:10][C:11]1[CH:17]=[CH:16][C:14]([NH:15][C:5]2[C:4]([NH:22][C:23]3[CH:29]=[CH:28][C:26]([O:33][CH3:32])=[CH:25][CH:24]=3)=[N:3][C:2](=[O:1])[C:7](=[O:8])[CH:6]=2)=[CH:13][CH:12]=1.[S:18]([NH:22][C:11]1[CH:17]=[CH:16][C:14]([NH:15][C:5]2[C:4]([NH:27][C:26]3[CH:28]=[CH:29][C:23]([NH:22][S:18]([OH:21])(=[O:19])=[O:20])=[CH:24][CH:25]=3)=[N:3][C:2](=[O:1])[C:7](=[O:8])[CH:6]=2)=[CH:13][CH:12]=1)([OH:20])(=[O:19])=[O:30], predict the reactants needed to synthesize it. The reactants are: [OH:1][C:2]1[C:7]([OH:8])=[CH:6][CH:5]=[CH:4][N:3]=1.[CH3:9][O:10][C:11]1[CH:17]=[CH:16][C:14]([NH2:15])=[CH:13][CH:12]=1.[S:18]([NH:22][C:23]1[CH:29]=[CH:28][C:26]([NH2:27])=[CH:25][CH:24]=1)([OH:21])(=[O:20])=[O:19].[OH2:30].C[C:32](C)=[O:33]. (4) The reactants are: [CH3:1][N:2]1[C:11]2[C:6](=[CH:7][C:8]([C:18]#[N:19])=[C:9]([C:12]3[CH:13]=[N:14][N:15]([CH3:17])[CH:16]=3)[CH:10]=2)[N:5]([C:20]2[C:24]3[CH2:25][NH:26][CH2:27][CH2:28][C:23]=3[N:22]([CH:29]3[CH2:34][CH2:33][O:32][CH2:31][CH2:30]3)[N:21]=2)[CH2:4][CH2:3]1.C(N(CC)CC)C.[C:42](OC(=O)C)(=[O:44])[CH3:43]. Given the product [C:42]([N:26]1[CH2:27][CH2:28][C:23]2[N:22]([CH:29]3[CH2:34][CH2:33][O:32][CH2:31][CH2:30]3)[N:21]=[C:20]([N:5]3[C:6]4[C:11](=[CH:10][C:9]([C:12]5[CH:13]=[N:14][N:15]([CH3:17])[CH:16]=5)=[C:8]([C:18]#[N:19])[CH:7]=4)[N:2]([CH3:1])[CH2:3][CH2:4]3)[C:24]=2[CH2:25]1)(=[O:44])[CH3:43], predict the reactants needed to synthesize it. (5) Given the product [CH2:1]([O:8][C:9](=[O:22])[NH:10][CH2:11][CH2:12][C:13]#[C:14][C:15]1[CH:20]=[CH:19][C:18]([C:34]#[C:33][CH2:32][CH:31]([N:35]2[C:36](=[O:45])[C:37]3[C:42](=[CH:41][CH:40]=[CH:39][CH:38]=3)[C:43]2=[O:44])[CH3:30])=[CH:17][CH:16]=1)[C:2]1[CH:7]=[CH:6][CH:5]=[CH:4][CH:3]=1, predict the reactants needed to synthesize it. The reactants are: [CH2:1]([O:8][C:9](=[O:22])[NH:10][CH2:11][CH2:12][C:13]#[C:14][C:15]1[CH:20]=[CH:19][C:18](I)=[CH:17][CH:16]=1)[C:2]1[CH:7]=[CH:6][CH:5]=[CH:4][CH:3]=1.CCN(CC)CC.[CH3:30][CH:31]([N:35]1[C:43](=[O:44])[C:42]2[C:37](=[CH:38][CH:39]=[CH:40][CH:41]=2)[C:36]1=[O:45])[CH2:32][C:33]#[CH:34]. (6) Given the product [Br:14][C:15]1[CH:20]=[CH:19][CH:18]=[C:17]([Br:21])[C:16]=1[N:12]1[C:11]2[CH:10]=[CH:9][CH:8]=[CH:7][C:6]=2[C:5]2[C:13]1=[CH:1][CH:2]=[CH:3][CH:4]=2, predict the reactants needed to synthesize it. The reactants are: [CH:1]1[C:13]2[NH:12][C:11]3[C:6](=[CH:7][CH:8]=[CH:9][CH:10]=3)[C:5]=2[CH:4]=[CH:3][CH:2]=1.[Br:14][C:15]1[CH:20]=[CH:19][CH:18]=[C:17]([Br:21])[C:16]=1F.P([O-])([O-])([O-])=O.[K+].[K+].[K+].O. (7) Given the product [CH:38]([C:30]1[CH:31]=[CH:32][CH:33]=[C:34]([CH:35]([CH3:36])[CH3:37])[C:29]=1[NH:28][C:26](=[O:27])[CH2:25][N:15]1[C:16](=[O:23])[C:17]2([CH2:22][CH2:21][CH2:20][CH2:19][CH2:18]2)[N:13]([C:7]2[CH:8]=[CH:9][CH:10]=[CH:11][CH:12]=2)[CH2:14]1)([CH3:39])[CH3:40], predict the reactants needed to synthesize it. The reactants are: C(=O)([O-])[O-].[K+].[K+].[C:7]1([N:13]2[C:17]3([CH2:22][CH2:21][CH2:20][CH2:19][CH2:18]3)[C:16](=[O:23])[NH:15][CH2:14]2)[CH:12]=[CH:11][CH:10]=[CH:9][CH:8]=1.Cl[CH2:25][C:26]([NH:28][C:29]1[C:34]([CH:35]([CH3:37])[CH3:36])=[CH:33][CH:32]=[CH:31][C:30]=1[CH:38]([CH3:40])[CH3:39])=[O:27]. (8) Given the product [Cl:7][C:8]1[CH:9]=[C:10]([CH:23]2[CH2:28][CH2:27][CH2:26][CH2:25][CH2:24]2)[C:11]2[O:15][CH:14]([CH2:16][NH:17][CH3:18])[CH2:13][C:12]=2[CH:22]=1, predict the reactants needed to synthesize it. The reactants are: [H-].[Al+3].[Li+].[H-].[H-].[H-].[Cl:7][C:8]1[CH:9]=[C:10]([CH:23]2[CH2:28][CH2:27][CH2:26][CH2:25][CH2:24]2)[C:11]2[O:15][CH:14]([CH2:16][NH:17][C:18](=O)OC)[CH2:13][C:12]=2[CH:22]=1.Cl.